Dataset: Reaction yield outcomes from USPTO patents with 853,638 reactions. Task: Predict the reaction yield, written as a fraction of the theoretical maximum amount of product (1.0 means a 100% yield; for example, 0.34 means a 34% yield). (1) The reactants are [F:1][C:2]([F:11])([F:10])[C:3]1[CH:4]=[C:5]([OH:9])[CH:6]=[CH:7][CH:8]=1.C1(=O)O[CH2:15][CH2:14][O:13]1. The catalyst is CN(C=O)C. The product is [F:1][C:2]([F:10])([F:11])[C:3]1[CH:4]=[C:5]([CH:6]=[CH:7][CH:8]=1)[O:9][CH2:15][CH2:14][OH:13]. The yield is 0.640. (2) The reactants are Cl[C:2]1[C:3]([CH2:8][OH:9])=[N:4][CH:5]=[CH:6][N:7]=1.[CH:10]([N:13]1[C:17](B2OC(C)(C)C(C)(C)O2)=[CH:16][CH:15]=[N:14]1)([CH3:12])[CH3:11].C([O-])([O-])=O.[K+].[K+].O1CCOCC1. The catalyst is C1C=CC(P(C2C=CC=CC=2)[C-]2C=CC=C2)=CC=1.C1C=CC(P(C2C=CC=CC=2)[C-]2C=CC=C2)=CC=1.Cl[Pd]Cl.[Fe+2].O. The product is [CH:10]([N:13]1[C:17]([C:2]2[C:3]([CH2:8][OH:9])=[N:4][CH:5]=[CH:6][N:7]=2)=[CH:16][CH:15]=[N:14]1)([CH3:12])[CH3:11]. The yield is 0.360. (3) The reactants are C(NC(C)C)(C)C.C([Li])CCC.[CH3:13][O:14][C:15](=[O:30])[CH2:16][CH:17]1[CH2:22][CH2:21][N:20]([C:23]([O:25][C:26]([CH3:29])([CH3:28])[CH3:27])=[O:24])[CH2:19][CH2:18]1.[N+:31]([C:34]1[CH:41]=[CH:40][CH:39]=[CH:38][C:35]=1[CH:36]=[O:37])([O-:33])=[O:32]. The catalyst is O1CCCC1. The product is [C:26]([O:25][C:23]([N:20]1[CH2:19][CH2:18][CH:17]([CH:16]([C:15]([O:14][CH3:13])=[O:30])[CH:36]([OH:37])[C:35]2[CH:38]=[CH:39][CH:40]=[CH:41][C:34]=2[N+:31]([O-:33])=[O:32])[CH2:22][CH2:21]1)=[O:24])([CH3:27])([CH3:29])[CH3:28]. The yield is 0.940. (4) The reactants are [NH2:1][C:2]1[N:10]=[C:9]([CH3:11])[CH:8]=[CH:7][C:3]=1[C:4](O)=[O:5].[CH:12]([NH2:14])=O. No catalyst specified. The product is [CH3:11][C:9]1[CH:8]=[CH:7][C:3]2[C:4]([OH:5])=[N:14][CH:12]=[N:1][C:2]=2[N:10]=1. The yield is 0.510. (5) The reactants are Br[C:2]1[N:7]=[C:6]([C:8]([O:10][CH3:11])=[O:9])[CH:5]=[CH:4][C:3]=1[F:12].[F:13][C:14]1[CH:19]=[C:18]([O:20][CH2:21][CH2:22][O:23][CH3:24])[CH:17]=[C:16]([F:25])[C:15]=1B1OC(C)(C)C(C)(C)O1. No catalyst specified. The product is [F:13][C:14]1[CH:19]=[C:18]([O:20][CH2:21][CH2:22][O:23][CH3:24])[CH:17]=[C:16]([F:25])[C:15]=1[C:2]1[N:7]=[C:6]([C:8]([O:10][CH3:11])=[O:9])[CH:5]=[CH:4][C:3]=1[F:12]. The yield is 0.950. (6) The reactants are B1C2CCCC1CCC2.[CH:10]([C:12]1[CH:13]=[CH:14][C:15]([O:20][C:21]2[CH:26]=[CH:25][CH:24]=[C:23]([C:27]([F:30])([F:29])[F:28])[CH:22]=2)=[C:16]([CH:19]=1)[C:17]#[N:18])=[CH2:11].[O-:31]S([O-])=O.[Na+].[Na+]. The catalyst is C1COCC1. The product is [OH:31][CH2:11][CH2:10][C:12]1[CH:13]=[CH:14][C:15]([O:20][C:21]2[CH:26]=[CH:25][CH:24]=[C:23]([C:27]([F:28])([F:29])[F:30])[CH:22]=2)=[C:16]([CH:19]=1)[C:17]#[N:18]. The yield is 0.514. (7) The reactants are [NH:1]1[C:9]2[CH2:8][CH2:7][N:6]([C:10]([O:12][C:13]([CH3:16])([CH3:15])[CH3:14])=[O:11])[CH:5]([C:17]([O:19][CH2:20][CH3:21])=[O:18])[C:4]=2[N:3]=[CH:2]1.I[C:23]1[CH:28]=[CH:27][CH:26]=[CH:25][CH:24]=1.OC1C=CC=C2C=1N=CC=C2.C([O-])([O-])=O.[Cs+].[Cs+]. The catalyst is CS(C)=O.O.[Cu-]=O. The product is [C:23]1([N:1]2[C:9]3[CH2:8][CH2:7][N:6]([C:10]([O:12][C:13]([CH3:14])([CH3:15])[CH3:16])=[O:11])[CH:5]([C:17]([O:19][CH2:20][CH3:21])=[O:18])[C:4]=3[N:3]=[CH:2]2)[CH:28]=[CH:27][CH:26]=[CH:25][CH:24]=1. The yield is 0.500.